This data is from NCI-60 drug combinations with 297,098 pairs across 59 cell lines. The task is: Regression. Given two drug SMILES strings and cell line genomic features, predict the synergy score measuring deviation from expected non-interaction effect. (1) Drug 1: COC1=CC(=CC(=C1O)OC)C2C3C(COC3=O)C(C4=CC5=C(C=C24)OCO5)OC6C(C(C7C(O6)COC(O7)C8=CC=CS8)O)O. Drug 2: CCC1(C2=C(COC1=O)C(=O)N3CC4=CC5=C(C=CC(=C5CN(C)C)O)N=C4C3=C2)O.Cl. Cell line: RPMI-8226. Synergy scores: CSS=56.8, Synergy_ZIP=-4.99, Synergy_Bliss=-3.95, Synergy_Loewe=-3.74, Synergy_HSA=-1.75. (2) Drug 1: CCCCCOC(=O)NC1=NC(=O)N(C=C1F)C2C(C(C(O2)C)O)O. Drug 2: CC1C(C(CC(O1)OC2CC(CC3=C2C(=C4C(=C3O)C(=O)C5=CC=CC=C5C4=O)O)(C(=O)C)O)N)O. Cell line: KM12. Synergy scores: CSS=26.7, Synergy_ZIP=2.09, Synergy_Bliss=1.20, Synergy_Loewe=-38.9, Synergy_HSA=1.04.